Dataset: Reaction yield outcomes from USPTO patents with 853,638 reactions. Task: Predict the reaction yield, written as a fraction of the theoretical maximum amount of product (1.0 means a 100% yield; for example, 0.34 means a 34% yield). (1) The reactants are C[CH:2]1[C:7]2([O:11][CH2:10][CH2:9][O:8]2)[CH2:6][CH2:5][CH2:4][C:3]1([C:14]1[CH:19]=[CH:18][CH:17]=[CH:16][CH:15]=1)[CH:12]=[O:13].[BH4-].[Na+]. The catalyst is CO. The yield is 0.870. The product is [CH2:10]1[CH2:9][O:8][C:7]2([CH2:6][CH2:5][CH2:4][C:3]([CH2:12][OH:13])([C:14]3[CH:19]=[CH:18][CH:17]=[CH:16][CH:15]=3)[CH2:2]2)[O:11]1. (2) The reactants are [CH3:1][O:2][C:3](=[O:28])[C@@H:4]([NH:8][C:9]([C:22]1[CH:27]=[CH:26][CH:25]=[CH:24][CH:23]=1)([C:16]1[CH:21]=[CH:20][CH:19]=[CH:18][CH:17]=1)[C:10]1[CH:15]=[CH:14][CH:13]=[CH:12][CH:11]=1)[C@H:5]([NH2:7])[CH3:6].[C:29](ON1C(=O)CCC1=O)([O:31][CH2:32][CH:33]1[C:45]2[C:40](=[CH:41][CH:42]=[CH:43][CH:44]=2)[C:39]2[C:34]1=[CH:35][CH:36]=[CH:37][CH:38]=2)=[O:30]. The catalyst is C1COCC1. The product is [CH3:1][O:2][C:3](=[O:28])[C@@H:4]([NH:8][C:9]([C:22]1[CH:27]=[CH:26][CH:25]=[CH:24][CH:23]=1)([C:10]1[CH:15]=[CH:14][CH:13]=[CH:12][CH:11]=1)[C:16]1[CH:17]=[CH:18][CH:19]=[CH:20][CH:21]=1)[C@H:5]([NH:7][C:29]([O:31][CH2:32][CH:33]1[C:34]2[C:39](=[CH:38][CH:37]=[CH:36][CH:35]=2)[C:40]2[C:45]1=[CH:44][CH:43]=[CH:42][CH:41]=2)=[O:30])[CH3:6]. The yield is 0.810. (3) The product is [CH3:10][O:11][C:12](=[O:33])[CH:13]=[CH:7][C:4]1[CH:5]=[CH:6][C:1]([CH3:9])=[CH:2][CH:3]=1. The catalyst is C(Cl)Cl. The yield is 0.950. The reactants are [C:1]1([CH3:9])[CH:6]=[CH:5][C:4]([CH:7]=O)=[CH:3][CH:2]=1.[CH3:10][O:11][C:12](=[O:33])[CH:13]=P(C1C=CC=CC=1)(C1C=CC=CC=1)C1C=CC=CC=1. (4) The reactants are [CH3:1][N:2]1[C:6]([C:7]([OH:9])=O)=[CH:5][C:4]([C:10]([F:13])([F:12])[F:11])=[N:3]1.O1CCCC1.C(Cl)(=O)C(Cl)=O.[NH2:25][C:26]1[CH:27]=[C:28]([CH:45]=[CH:46][C:47]=1[CH3:48])[O:29][C:30]1[CH:31]=[CH:32][C:33]2[N:34]([CH:36]=[C:37]([NH:39][C:40]([CH:42]3[CH2:44][CH2:43]3)=[O:41])[N:38]=2)[N:35]=1. The catalyst is CN(C)C=O.CN(C)C(=O)C. The product is [CH:42]1([C:40]([NH:39][C:37]2[N:38]=[C:33]3[CH:32]=[CH:31][C:30]([O:29][C:28]4[CH:45]=[CH:46][C:47]([CH3:48])=[C:26]([NH:25][C:7]([C:6]5[N:2]([CH3:1])[N:3]=[C:4]([C:10]([F:13])([F:12])[F:11])[CH:5]=5)=[O:9])[CH:27]=4)=[N:35][N:34]3[CH:36]=2)=[O:41])[CH2:43][CH2:44]1. The yield is 0.760. (5) The reactants are [OH:1][C:2]1[NH:7][C:6](=[O:8])[N:5]([CH2:9][C:10]2[CH:15]=[CH:14][CH:13]=[CH:12][CH:11]=2)[C:4](=[O:16])[C:3]=1[C:17]([NH:19][CH2:20][C:21]([O:23]CC)=[O:22])=[O:18].[CH3:26][O:27][C:28]1[CH:29]=[C:30]([CH:33]=[CH:34][CH:35]=1)[CH2:31]Br.C(=O)([O-])[O-].[Na+].[Na+].Cl. The catalyst is CN(C)C=O. The product is [OH:1][C:2]1[N:7]([CH2:31][C:30]2[CH:33]=[CH:34][CH:35]=[C:28]([O:27][CH3:26])[CH:29]=2)[C:6](=[O:8])[N:5]([CH2:9][C:10]2[CH:15]=[CH:14][CH:13]=[CH:12][CH:11]=2)[C:4](=[O:16])[C:3]=1[C:17]([NH:19][CH2:20][C:21]([OH:23])=[O:22])=[O:18]. The yield is 0.110. (6) The reactants are O[CH:2]=[C:3]1[C:8](=[O:9])[CH:7]=[CH:6][C:5]([CH3:12])([CH:10]=[CH2:11])[CH2:4]1.Cl.[NH2:14]O. The catalyst is C(O)C.O. The product is [CH3:12][C:5]1([CH:10]=[CH2:11])[CH2:4][C:3]2[CH:2]=[N:14][O:9][C:8]=2[CH:7]=[CH:6]1. The yield is 0.920. (7) The reactants are [C:1]([O:5][C:6]([NH:8][C:9]1[CH:10]=[C:11]2[C:15](=[CH:16][CH:17]=1)[CH2:14][C@H:13]([CH2:18]OS(C1C=CC(C)=CC=1)(=O)=O)[CH2:12]2)=[O:7])([CH3:4])([CH3:3])[CH3:2].[I-:30].[Li+]. The catalyst is CN(C=O)C. The product is [C:1]([O:5][C:6](=[O:7])[NH:8][C:9]1[CH:10]=[C:11]2[C:15](=[CH:16][CH:17]=1)[CH2:14][C@H:13]([CH2:18][I:30])[CH2:12]2)([CH3:4])([CH3:3])[CH3:2]. The yield is 0.785. (8) The reactants are Cl.C(OC([N:9]1[CH:14]([C:15]2[NH:19][C:18]3[CH:20]=[C:21]([C:24]4[CH:29]=[CH:28][C:27]([C:30]5[CH:35]=[CH:34][C:33]([C:36]6[NH:37][C:38]([CH:41]7[CH2:47][C:44]8([CH2:46][CH2:45]8)[CH2:43][N:42]7[C:48](OC(C)(C)C)=[O:49])=[N:39][CH:40]=6)=[CH:32][CH:31]=5)=[CH:26][CH:25]=4)[CH:22]=[CH:23][C:17]=3[N:16]=2)[CH:13]2[CH2:55][CH:10]1[CH2:11][CH2:12]2)=O)(C)(C)C.[CH3:56][O:57][C:58]([NH:60][CH:61]([CH:65]([CH3:67])[CH3:66])[C:62]([OH:64])=O)=[O:59].[CH3:68]N1CCOCC1.CN(C(ON1N=NC2[CH:86]=[CH:87][CH:88]=[N:89]C1=2)=[N+](C)C)C.F[P-](F)(F)(F)(F)F.[C:99]([O:102][CH2:103]C)(=[O:101])C. The catalyst is O1CCOCC1.C(Cl)Cl. The product is [CH3:103][O:102][C:99](=[O:101])[NH:89][CH:88]([C:48]([N:42]1[CH:41]([C:38]2[NH:37][C:36]([C:33]3[CH:32]=[CH:31][C:30]([C:27]4[CH:26]=[CH:25][C:24]([C:21]5[CH:22]=[CH:23][C:17]6[N:16]=[C:15]([CH:14]7[CH:12]8[CH2:11][CH:10]([CH2:55][CH2:13]8)[N:9]7[C:62](=[O:64])[CH:61]([NH:60][C:58]([O:57][CH3:56])=[O:59])[CH:65]([CH3:67])[CH3:66])[NH:19][C:18]=6[CH:20]=5)=[CH:29][CH:28]=4)=[CH:35][CH:34]=3)=[CH:40][N:39]=2)[CH2:47][C:44]2([CH2:45][CH2:46]2)[CH2:43]1)=[O:49])[CH:87]([CH3:68])[CH3:86]. The yield is 0.530. (9) The reactants are [CH3:1][S:2]([C:5]1[CH:6]=[CH:7][C:8]([S:14][CH2:15][C:16]([F:19])([F:18])[F:17])=[C:9]([CH:13]=1)[C:10]([OH:12])=O)(=[O:4])=[O:3].CN(C(ON1N=NC2C=CC=CC1=2)=[N+](C)C)C.[B-](F)(F)(F)F.C(N(C(C)C)C(C)C)C.[F:51][C:52]1[C:53]([N:62]2[CH2:67][CH2:66][NH:65][CH2:64][CH2:63]2)=[N:54][CH:55]=[C:56]([C:58]([F:61])([F:60])[F:59])[CH:57]=1. The catalyst is O1CCCC1.C(OCC)(=O)C.CCCCCCC. The product is [F:51][C:52]1[C:53]([N:62]2[CH2:67][CH2:66][N:65]([C:10]([C:9]3[CH:13]=[C:5]([S:2]([CH3:1])(=[O:3])=[O:4])[CH:6]=[CH:7][C:8]=3[S:14][CH2:15][C:16]([F:19])([F:18])[F:17])=[O:12])[CH2:64][CH2:63]2)=[N:54][CH:55]=[C:56]([C:58]([F:59])([F:60])[F:61])[CH:57]=1. The yield is 0.470. (10) The reactants are [CH:1]([O:4][C:5]1[CH:10]=[CH:9][CH:8]=[CH:7][C:6]=1[C:11]1([CH3:18])[NH:15][C:14](=[O:16])[NH:13][C:12]1=[O:17])([CH3:3])[CH3:2].Br[CH2:20][C:21]([C:23]1[CH:28]=[CH:27][CH:26]=[CH:25][CH:24]=1)=[O:22]. The product is [CH:1]([O:4][C:5]1[CH:10]=[CH:9][CH:8]=[CH:7][C:6]=1[C:11]1([CH3:18])[NH:15][C:14](=[O:16])[N:13]([CH2:20][C:21](=[O:22])[C:23]2[CH:28]=[CH:27][CH:26]=[CH:25][CH:24]=2)[C:12]1=[O:17])([CH3:3])[CH3:2]. The yield is 0.770. No catalyst specified.